Dataset: Forward reaction prediction with 1.9M reactions from USPTO patents (1976-2016). Task: Predict the product of the given reaction. (1) Given the reactants Cl.[F:2][C:3]1[CH:22]=[C:21]([S:23]([CH3:26])(=[O:25])=[O:24])[C:20]([F:27])=[CH:19][C:4]=1[O:5][CH:6]1[CH2:11][CH2:10][CH2:9][N:8]([CH:12]2[CH2:17][CH2:16][NH:15][CH2:14][CH2:13]2)[C:7]1=[O:18].CCN(C(C)C)C(C)C.Cl[C:38]1[N:43]=[CH:42][C:41]([CH2:44][CH3:45])=[CH:40][N:39]=1, predict the reaction product. The product is: [F:2][C:3]1[CH:22]=[C:21]([S:23]([CH3:26])(=[O:25])=[O:24])[C:20]([F:27])=[CH:19][C:4]=1[O:5][CH:6]1[CH2:11][CH2:10][CH2:9][N:8]([CH:12]2[CH2:17][CH2:16][N:15]([C:38]3[N:43]=[CH:42][C:41]([CH2:44][CH3:45])=[CH:40][N:39]=3)[CH2:14][CH2:13]2)[C:7]1=[O:18]. (2) Given the reactants [N:1]1([CH2:7][C:8]2[CH:9]=[C:10]([OH:14])[CH:11]=[CH:12][CH:13]=2)[CH2:6][CH2:5][O:4][CH2:3][CH2:2]1.[Br:15]Br, predict the reaction product. The product is: [Br:15][C:11]1[CH:12]=[CH:13][C:8]([CH2:7][N:1]2[CH2:6][CH2:5][O:4][CH2:3][CH2:2]2)=[CH:9][C:10]=1[OH:14]. (3) Given the reactants I(Cl)(=O)=O.I([Cl:8])(=O)=O.C([N+](C)(C)C)C1C=CC=CC=1.[C:20]([C:23]1[C:28]2[O:29][CH2:30][C:31](=[O:33])[NH:32][C:27]=2[C:26]([O:34][CH2:35][C:36]2[CH:41]=[CH:40][CH:39]=[CH:38][CH:37]=2)=[CH:25][CH:24]=1)(=[O:22])[CH3:21].C(O)(=O)C.S(=O)(=O)(O)[O-].[Na+], predict the reaction product. The product is: [CH2:35]([O:34][C:26]1[C:27]2[NH:32][C:31](=[O:33])[CH2:30][O:29][C:28]=2[C:23]([C:20](=[O:22])[CH2:21][Cl:8])=[CH:24][CH:25]=1)[C:36]1[CH:41]=[CH:40][CH:39]=[CH:38][CH:37]=1. (4) Given the reactants OC1O[NH2+:5][N:4]([CH3:7])[CH:3]=1.[CH2:8]([O:10][C:11](=[O:18])[C:12]#[C:13][C:14]([F:17])([F:16])[F:15])[CH3:9], predict the reaction product. The product is: [CH2:8]([O:10][C:11]([C:12]1[C:13]([C:14]([F:16])([F:17])[F:15])=[CH:3][N:4]([CH3:7])[N:5]=1)=[O:18])[CH3:9].